Task: Predict the reaction yield, written as a fraction of the theoretical maximum amount of product (1.0 means a 100% yield; for example, 0.34 means a 34% yield).. Dataset: Reaction yield outcomes from USPTO patents with 853,638 reactions The reactants are [CH:1]1([O:6][C:7]2[CH:8]=[C:9]([CH:12]=[CH:13][C:14]=2[O:15][CH3:16])[CH:10]=O)[CH2:5][CH2:4][CH2:3][CH2:2]1.[NH2:17]C1C=NC(Br)=CN=1.C(O[BH-](OC(=O)C)OC(=O)C)(=O)C.[Na+].C(O)(=O)C. The catalyst is ClCCl.C(OCC)(=O)C. The product is [CH:1]1([O:6][C:7]2[CH:8]=[C:9]([CH:12]=[CH:13][C:14]=2[O:15][CH3:16])[CH2:10][NH2:17])[CH2:5][CH2:4][CH2:3][CH2:2]1. The yield is 0.610.